Task: Predict the reactants needed to synthesize the given product.. Dataset: Full USPTO retrosynthesis dataset with 1.9M reactions from patents (1976-2016) (1) Given the product [N:27]1([CH2:21][CH2:20][CH:13]2[C:14]3[C:19](=[CH:18][CH:17]=[CH:16][CH:15]=3)[C:11](=[C:10]3[C:9]4[C:4](=[CH:5][CH:6]=[CH:7][CH:8]=4)[NH:3][C:2]3=[O:1])[O:12]2)[CH2:31][CH2:30][CH2:29][CH2:28]1, predict the reactants needed to synthesize it. The reactants are: [O:1]=[C:2]1[C:10](=[C:11]2[C:19]3[C:14](=[CH:15][CH:16]=[CH:17][CH:18]=3)[CH:13]([CH2:20][CH2:21]OS(C)(=O)=O)[O:12]2)[C:9]2[C:4](=[CH:5][CH:6]=[CH:7][CH:8]=2)[NH:3]1.[NH:27]1[CH2:31][CH2:30][CH2:29][CH2:28]1. (2) The reactants are: [CH3:1][C:2]1[N:6]([CH3:7])[CH:5]=[N:4][N:3]=1.[CH2:8]=[O:9]. Given the product [CH3:7][N:6]1[C:2]([CH3:1])=[N:3][N:4]=[C:5]1[CH2:8][OH:9], predict the reactants needed to synthesize it. (3) The reactants are: [Cl:1][C:2]1[CH:3]=[C:4]([CH:27]=[CH:28][C:29]=1[O:30][CH2:31][C:32]1[CH:37]=[CH:36][CH:35]=[C:34]([F:38])[CH:33]=1)[NH:5][C:6]1[C:15]2[C:10](=[CH:11][CH:12]=[CH:13][C:14]=2[O:16][CH:17]2[CH2:26][CH2:25][C:20]3([O:24]CC[O:21]3)[CH2:19][CH2:18]2)[N:9]=[CH:8][N:7]=1. Given the product [C:20]([OH:24])(=[O:21])[CH3:19].[Cl:1][C:2]1[CH:3]=[C:4]([CH:27]=[CH:28][C:29]=1[O:30][CH2:31][C:32]1[CH:37]=[CH:36][CH:35]=[C:34]([F:38])[CH:33]=1)[NH:5][C:6]1[C:15]2[C:10](=[CH:11][CH:12]=[CH:13][C:14]=2[O:16][CH:17]2[CH2:18][CH2:19][C:20](=[O:21])[CH2:25][CH2:26]2)[N:9]=[CH:8][N:7]=1, predict the reactants needed to synthesize it. (4) Given the product [Cl:9][C:8]1[CH:7]=[CH:6][CH:5]=[C:4]([Cl:10])[C:3]=1[N:2]([CH3:1])[C:17]([NH:15][NH2:16])=[O:20], predict the reactants needed to synthesize it. The reactants are: [CH3:1][NH:2][C:3]1[C:8]([Cl:9])=[CH:7][CH:6]=[CH:5][C:4]=1[Cl:10].C(Cl)(Cl)=O.[NH2:15][NH2:16].[C:17](=[O:20])(O)[O-].[Na+].